The task is: Predict which catalyst facilitates the given reaction.. This data is from Catalyst prediction with 721,799 reactions and 888 catalyst types from USPTO. (1) Reactant: C[Al](C)C.[CH2:5]([O:12][CH2:13][CH2:14][NH:15][C:16]1[N:21]=[C:20]([O:22][CH3:23])[C:19]([NH2:24])=[C:18]([O:25][CH3:26])[N:17]=1)[C:6]1[CH:11]=[CH:10][CH:9]=[CH:8][CH:7]=1.[CH3:27][C:28]1[CH:43]=[CH:42][C:41]([Si:44]([CH3:47])([CH3:46])[CH3:45])=[CH:40][C:29]=1[O:30][C:31]1[O:35][C:34]([C:36](OC)=[O:37])=[CH:33][CH:32]=1.C([O-])(=O)C.[NH4+]. Product: [CH2:5]([O:12][CH2:13][CH2:14][NH:15][C:16]1[N:17]=[C:18]([O:25][CH3:26])[C:19]([NH:24][C:36]([C:34]2[O:35][C:31]([O:30][C:29]3[CH:40]=[C:41]([Si:44]([CH3:47])([CH3:46])[CH3:45])[CH:42]=[CH:43][C:28]=3[CH3:27])=[CH:32][CH:33]=2)=[O:37])=[C:20]([O:22][CH3:23])[N:21]=1)[C:6]1[CH:11]=[CH:10][CH:9]=[CH:8][CH:7]=1. The catalyst class is: 451. (2) Reactant: [N+:1]([C:4]1[CH:9]=[CH:8][CH:7]=[C:6]([CH:10]=[CH2:11])[CH:5]=1)([O-:3])=[O:2].Br[C:13]1[CH:14]=[N:15][C:16]([NH2:19])=[N:17][CH:18]=1.CCN(CC)CC. Product: [N+:1]([C:4]1[CH:5]=[C:6]([CH:7]=[CH:8][CH:9]=1)[CH:10]=[CH:11][C:13]1[CH:14]=[N:15][C:16]([NH2:19])=[N:17][CH:18]=1)([O-:3])=[O:2]. The catalyst class is: 416.